From a dataset of Peptide-MHC class II binding affinity with 134,281 pairs from IEDB. Regression. Given a peptide amino acid sequence and an MHC pseudo amino acid sequence, predict their binding affinity value. This is MHC class II binding data. (1) The binding affinity (normalized) is 0.439. The peptide sequence is RVIRGKKGAGGITIK. The MHC is DRB5_0101 with pseudo-sequence DRB5_0101. (2) The peptide sequence is SKKDKFVAANAGGTV. The MHC is DRB1_1001 with pseudo-sequence DRB1_1001. The binding affinity (normalized) is 0.735. (3) The MHC is HLA-DPA10201-DPB10101 with pseudo-sequence HLA-DPA10201-DPB10101. The binding affinity (normalized) is 0.286. The peptide sequence is EGHHLASAAILGHDG. (4) The peptide sequence is RGVLLLSTRDLAFAG. The MHC is DRB1_0101 with pseudo-sequence DRB1_0101. The binding affinity (normalized) is 0.441.